Dataset: Drug-target binding data from BindingDB using IC50 measurements. Task: Regression. Given a target protein amino acid sequence and a drug SMILES string, predict the binding affinity score between them. We predict pIC50 (pIC50 = -log10(IC50 in M); higher means more potent). Dataset: bindingdb_ic50. (1) The compound is COc1c(Cc2ccc(O)cc2)c(O)c(Cc2ccc(O)cc2)c2c1-c1ccc(O)cc1CC2. The target protein sequence is MREIVSCQAGQCGNQIGSKFWEVIADEHGVDPTGSYQGDSDLQ. The pIC50 is 4.5. (2) The compound is COc1cc2nc(/C=C/c3ccc(Cl)cc3)nc(NCCN(C)C)c2cc1OC. The pIC50 is 4.0. The target protein (P0A9A6) has sequence MFEPMELTNDAVIKVIGVGGGGGNAVEHMVRERIEGVEFFAVNTDAQALRKTAVGQTIQIGSGITKGLGAGANPEVGRNAADEDRDALRAALEGADMVFIAAGMGGGTGTGAAPVVAEVAKDLGILTVAVVTKPFNFEGKKRMAFAEQGITELSKHVDSLITIPNDKLLKVLGRGISLLDAFGAANDVLKGAVQGIAELITRPGLMNVDFADVRTVMSEMGYAMMGSGVASGEDRAEEAAEMAISSPLLEDIDLSGARGVLVNITAGFDLRLDEFETVGNTIRAFASDNATVVIGTSLDPDMNDELRVTVVATGIGMDKRPEITLVTNKQVQQPVMDRYQQHGMAPLTQEQKPVAKVVNDNAPQTAKEPDYLDIPAFLRKQAD. (3) The small molecule is CCCC(C(=O)OCCN(CC)CC)(c1ccccc1)c1ccccc1. The target protein (Q9Z0U5) has sequence MDPPQLLFYVNGQKVVENNVDPEMMLLPYLRKNLRLTGTKYGCGGGGCGACTVMISRYNPSTKSIRHHPVNACLTPICSLYGTAVTTVEGIGNTRTRLHPVQERIAKCHSTQCGFCTPGMVMSMYALLRNHPEPSLDQLTDALGGNLCRCTGYRPIIDACKTFCRASGCCESKENGVCCLDQGINGSAEFQEGDETSPELFSEKEFQPLDPTQELIFPPELMRIAEKQPPKTRVFYSNRMTWISPVTLEELVEAKFKYPGAPIVMGYTSVGPEVKFKGVFHPIIISPDRIEELSIINQTGDGLTLGAGLSLDQVKDILTDVVQKLPEETTQTYRALLKHLRTLAGSQIRNMASLGGHIVSRHLDSDLNPLLAVGNCTLNLLSKDGKRQIPLSEQFLRKCPDSDLKPQEVLVSVNIPCSRKWEFVSAFRQAQRQQNALAIVNSGMRVLFREGGGVIKELSILYGGVGPTTIGAKNSCQKLIGRPWNEEMLDTACRLVLDEV.... The pIC50 is 6.0. (4) The small molecule is C=CC(=O)Nc1cccc(Nc2ncc3ncc(=O)n(-c4ccc(OC)cc4)c3n2)c1. The target protein sequence is MRPSGTAGAALLALLAALCPASRALEEKKVCQGTSNKLTQLGTFEDHFLSLQRMFNNCEVVLGNLEITYVQRNYDLSFLKTIQEVAGYVLIALNTVERIPLENLQIIRGNMYYENSYALAVLSNYDANKTGLKELPMRNLQEILHGAVRFSNNPALCNVESIQWRDIVSSDFLSNMSMDFQNHLGSCQKCDPSCPNGSCWGAGEENCQKLTKIICAQQCSGRCRGKSPSDCCHNQCAAGCTGPRESDCLVCRKFRDEATCKDTCPPLMLYNPTTYQMDVNPEGKYSFGATCVKKCPRNYVVTDHGSCVRACGADSYEMEEDGVRKCKKCEGPCRKVCNGIGIGEFKDSLSINATNIKHFKNCTSISGDLHILPVAFRGDSFTHTPPLDPQELDILKTVKEITGFLLIQAWPENRTDLHAFENLEIIRGRTKQHGQFSLAVVSLNITSLGLRSLKEISDGDVIISGNKNLCYANTINWKKLFGTSGQKTKIISNRGENSCK.... The pIC50 is 5.9. (5) The compound is CCCCCCOCCCCCN1C[C@H](O)[C@@H](O)[C@H](O)[C@@H]1CO. The target protein (O88693) has sequence MALLDLAQEGMALFGFVLFVVLWLMHFMSIIYTRLHLNKKATDKQPYSKLPGVSLLKPLKGVDPNLINNLETFFELDYPKYEVLLCVQDHDDPAIDVCKKLLGKYPNVDARLFIGGKKVGINPKINNLMPAYEVAKYDLIWICDSGIRVIPDTLTDMVNQMTEKVGLVHGLPYVADRQGFAATLEQVYFGTSHPRSYISANVTGFKCVTGMSCLMRKDVLDQAGGLIAFAQYIAEDYFMAKAIADRGWRFSMSTQVAMQNSGSYSISQFQSRMIRWTKLRINMLPATIICEPISECFVASLIIGWAAHHVFRWDIMVFFMCHCLAWFIFDYIQLRGVQGGTLCFSKLDYAVAWFIRESMTIYIFLSALWDPTISWRTGRYRLRCGGTAEEILDV. The pIC50 is 7.0.